From a dataset of Forward reaction prediction with 1.9M reactions from USPTO patents (1976-2016). Predict the product of the given reaction. (1) Given the reactants [O:1]1[CH:5]=[CH:4][C:3]([C:6]([OH:8])=O)=[CH:2]1.CN(C(ON1N=NC2C=CC=NC1=2)=[N+](C)C)C.F[P-](F)(F)(F)(F)F.[CH:33]1[CH:34]=[CH:35][C:36]2[N:41](O)N=N[C:37]=2[CH:38]=1.[I:43][C:44]1C=C(C=CC=1C)N.CCN(C(C)C)C(C)C, predict the reaction product. The product is: [I:43][CH2:44][C:34]1[CH:35]=[C:36]([NH:41][C:6]([C:3]2[CH:4]=[CH:5][O:1][CH:2]=2)=[O:8])[CH:37]=[CH:38][CH:33]=1. (2) Given the reactants [CH2:1]([C:5]1([CH2:30][CH2:31][CH2:32][CH3:33])[C:14]2[C:9](=[CH:10][CH:11]=[CH:12][CH:13]=2)[C:8]([OH:15])=[C:7]([C:16]2[NH:21][C:20]3[CH:22]=[CH:23][C:24]([OH:26])=[CH:25][C:19]=3[S:18](=[O:28])(=[O:27])[N:17]=2)[C:6]1=[O:29])[CH2:2][CH2:3][CH3:4].Br[CH2:35][C:36]([NH2:38])=[O:37].C(=O)([O-])[O-].[Cs+].[Cs+].[Cl-].[NH4+], predict the reaction product. The product is: [CH2:1]([C:5]1([CH2:30][CH2:31][CH2:32][CH3:33])[C:14]2[C:9](=[CH:10][CH:11]=[CH:12][CH:13]=2)[C:8]([OH:15])=[C:7]([C:16]2[NH:21][C:20]3[CH:22]=[CH:23][C:24]([O:26][CH2:35][C:36]([NH2:38])=[O:37])=[CH:25][C:19]=3[S:18](=[O:28])(=[O:27])[N:17]=2)[C:6]1=[O:29])[CH2:2][CH2:3][CH3:4]. (3) Given the reactants [C:1]([O:5][C:6]([N:8]([CH2:18][C:19]([O:21][C:22]([CH3:25])([CH3:24])[CH3:23])=[O:20])[C:9]1[CH:14]=[CH:13][CH:12]=[C:11]([CH:15]=[N:16]O)[N:10]=1)=[O:7])([CH3:4])([CH3:3])[CH3:2].[H][H], predict the reaction product. The product is: [NH2:16][CH2:15][C:11]1[N:10]=[C:9]([N:8]([CH2:18][C:19]([O:21][C:22]([CH3:25])([CH3:24])[CH3:23])=[O:20])[C:6]([O:5][C:1]([CH3:4])([CH3:3])[CH3:2])=[O:7])[CH:14]=[CH:13][CH:12]=1. (4) Given the reactants [CH2:1]([O:3][C:4](=[O:16])[C:5]#[C:6][C:7]1[CH:15]=[CH:14][C:10]2[O:11][CH2:12][O:13][C:9]=2[CH:8]=1)[CH3:2].[C:17]([O:21][C:22]([N:24]1[C:33]2[C:28](=[CH:29][CH:30]=[C:31]([CH2:34][CH2:35][O:36][C:37]3[CH:38]=[C:39]4[C:43](=[CH:44][CH:45]=3)[NH:42][CH:41]=[CH:40]4)[N:32]=2)[CH2:27][CH2:26][CH2:25]1)=[O:23])([CH3:20])([CH3:19])[CH3:18], predict the reaction product. The product is: [C:17]([O:21][C:22]([N:24]1[C:33]2[C:28](=[CH:29][CH:30]=[C:31]([CH2:34][CH2:35][O:36][C:37]3[CH:38]=[C:39]4[C:43](=[CH:44][CH:45]=3)[N:42]([C:6]([C:7]3[CH:15]=[CH:14][C:10]5[O:11][CH2:12][O:13][C:9]=5[CH:8]=3)=[CH:5][C:4]([O:3][CH2:1][CH3:2])=[O:16])[CH:41]=[CH:40]4)[N:32]=2)[CH2:27][CH2:26][CH2:25]1)=[O:23])([CH3:20])([CH3:18])[CH3:19].